From a dataset of TCR-epitope binding with 47,182 pairs between 192 epitopes and 23,139 TCRs. Binary Classification. Given a T-cell receptor sequence (or CDR3 region) and an epitope sequence, predict whether binding occurs between them. (1) The epitope is PKYVKQNTLKLAT. The TCR CDR3 sequence is CAYTTSGAVTDTQYF. Result: 1 (the TCR binds to the epitope). (2) The epitope is IPIQASLPF. The TCR CDR3 sequence is CASSLGGVYNEQFF. Result: 1 (the TCR binds to the epitope). (3) The epitope is HTTDPSFLGRY. The TCR CDR3 sequence is CASSYEGQAGYTF. Result: 1 (the TCR binds to the epitope).